Predict the reaction yield, written as a fraction of the theoretical maximum amount of product (1.0 means a 100% yield; for example, 0.34 means a 34% yield). From a dataset of Reaction yield outcomes from USPTO patents with 853,638 reactions. (1) The reactants are [CH3:1][C:2]1([CH3:16])[C:6]([CH3:8])([CH3:7])[O:5][B:4]([C:9]2[CH:14]=[CH:13][CH:12]=[CH:11][C:10]=2[OH:15])[O:3]1.Br[CH2:18][C:19]([O:21][CH3:22])=[O:20].C([O-])([O-])=O.[K+].[K+]. The catalyst is CN(C=O)C. The product is [CH3:8][C:6]1([CH3:7])[C:2]([CH3:16])([CH3:1])[O:3][B:4]([C:9]2[CH:14]=[CH:13][CH:12]=[CH:11][C:10]=2[O:15][CH2:18][C:19]([O:21][CH3:22])=[O:20])[O:5]1. The yield is 0.760. (2) The reactants are [Br:1][C:2]1[CH:9]=[CH:8][C:5]([CH:6]=O)=[CH:4][CH:3]=1.[CH2:10]1[CH2:16][O:15][CH2:14][CH2:13][NH:12][CH2:11]1.Cl.C(O)(=O)C.C(O[BH-](OC(=O)C)OC(=O)C)(=O)C.[Na+]. The catalyst is ClC(Cl)C. The product is [Br:1][C:2]1[CH:9]=[CH:8][C:5]([CH2:6][N:12]2[CH2:11][CH2:10][CH2:16][O:15][CH2:14][CH2:13]2)=[CH:4][CH:3]=1. The yield is 0.850. (3) The reactants are [N:1]1[CH:6]=[CH:5][CH:4]=[CH:3][C:2]=1[C:7]1[N:11]=[C:10]([C:12]2[CH:17]=[C:16]([C:18]#[N:19])[CH:15]=[C:14](Br)[CH:13]=2)[O:9][N:8]=1.[F:21][C:22]1[CH:23]=[C:24](B(O)O)[CH:25]=[CH:26][CH:27]=1.COCCOC.C(=O)([O-])[O-].[Na+].[Na+]. The catalyst is C1C=CC([P]([Pd]([P](C2C=CC=CC=2)(C2C=CC=CC=2)C2C=CC=CC=2)([P](C2C=CC=CC=2)(C2C=CC=CC=2)C2C=CC=CC=2)[P](C2C=CC=CC=2)(C2C=CC=CC=2)C2C=CC=CC=2)(C2C=CC=CC=2)C2C=CC=CC=2)=CC=1.C(OCC)C.CCCCCC.C(OCC)(=O)C.ClCCl. The product is [N:1]1[CH:6]=[CH:5][CH:4]=[CH:3][C:2]=1[C:7]1[N:11]=[C:10]([C:12]2[CH:13]=[C:14]([C:26]3[CH:25]=[CH:24][CH:23]=[C:22]([F:21])[CH:27]=3)[CH:15]=[C:16]([C:18]#[N:19])[CH:17]=2)[O:9][N:8]=1. The yield is 0.360. (4) The reactants are [CH:1]1([Mg]Br)[CH2:5][CH2:4][CH2:3][CH2:2]1.Br[CH2:9][C:10]1[C:34]([CH3:35])=[CH:33][C:13]2[N:14]=[C:15]3[C:20]([N:21]([CH2:22][CH2:23][CH2:24][CH2:25][CH2:26][CH2:27][C:28]([OH:30])=[O:29])[C:12]=2[CH:11]=1)=[N:19][C:18](=[O:31])[NH:17][C:16]3=[O:32]. The catalyst is C1COCC1.[Cu]I. The product is [CH:1]1([CH2:9][C:10]2[C:34]([CH3:35])=[CH:33][C:13]3[N:14]=[C:15]4[C:20]([N:21]([CH2:22][CH2:23][CH2:24][CH2:25][CH2:26][CH2:27][C:28]([OH:30])=[O:29])[C:12]=3[CH:11]=2)=[N:19][C:18](=[O:31])[NH:17][C:16]4=[O:32])[CH2:5][CH2:4][CH2:3][CH2:2]1. The yield is 0.0200.